This data is from Forward reaction prediction with 1.9M reactions from USPTO patents (1976-2016). The task is: Predict the product of the given reaction. (1) The product is: [Cl:24][C:23]1[N:8]2[N:9]=[C:10]([C:17]3[CH:22]=[CH:21][CH:20]=[CH:19][CH:18]=3)[CH:11]=[C:12]([C:13]([F:15])([F:14])[F:16])[C:7]2=[N:6][C:5]=1[C:3]([OH:4])=[O:2]. Given the reactants C[O:2][C:3]([C:5]1[N:6]=[C:7]2[C:12]([C:13]([F:16])([F:15])[F:14])=[CH:11][C:10]([C:17]3[CH:22]=[CH:21][CH:20]=[CH:19][CH:18]=3)=[N:9][N:8]2[C:23]=1[Cl:24])=[O:4].NC1C=C(C(F)(F)F)C2N(C(Cl)=C(C(O)=O)N=2)C=1, predict the reaction product. (2) The product is: [CH3:40][C:23]1([CH2:25][N:26]2[C:1]([C:3]3[CH2:4][CH:5]([NH:8][C:9]4[CH:16]=[CH:15][C:12]([C:13]#[N:14])=[C:11]([C:17]([F:20])([F:19])[F:18])[CH:10]=4)[CH2:6][CH:7]=3)=[CH:39][N:38]=[CH:37]2)[CH2:24][O:21][CH2:22]1. Given the reactants [CH:1]([C:3]1[CH2:4][CH:5]([NH:8][C:9]2[CH:16]=[CH:15][C:12]([C:13]#[N:14])=[C:11]([C:17]([F:20])([F:19])[F:18])[CH:10]=2)[CH2:6][CH:7]=1)=O.[O:21]1[CH2:24][CH:23]([CH2:25][NH2:26])[CH2:22]1.S([CH2:37][N+:38]#[C-:39])(C1C=CC(C)=CC=1)(=O)=O.[CH2:40]1CCN2C(=NCCC2)CC1, predict the reaction product. (3) The product is: [CH2:3]([O:10][C:11]1[CH:20]=[C:19]2[C:14]([CH:15]=[CH:16][C:17](=[O:21])[NH:18]2)=[C:13]([CH:22]2[CH2:23][O:25]2)[CH:12]=1)[C:4]1[CH:9]=[CH:8][CH:7]=[CH:6][CH:5]=1. Given the reactants [BH4-].[Li+].[CH2:3]([O:10][C:11]1[CH:20]=[C:19]2[C:14]([CH:15]=[CH:16][C:17](=[O:21])[NH:18]2)=[C:13]([C:22](=[O:25])[CH2:23]Cl)[CH:12]=1)[C:4]1[CH:9]=[CH:8][CH:7]=[CH:6][CH:5]=1.[OH-].[Na+].[Cl-].[Na+], predict the reaction product. (4) Given the reactants [Cl:1][C:2]1[CH:3]=[CH:4][C:5]2[CH2:11][NH:10][CH2:9][CH:8]([CH:12]3[CH2:15][C:14]([F:17])([F:16])[CH2:13]3)[O:7][C:6]=2[N:18]=1.C=O.[C:21](O[BH-](OC(=O)C)OC(=O)C)(=O)C.[Na+], predict the reaction product. The product is: [Cl:1][C:2]1[CH:3]=[CH:4][C:5]2[CH2:11][N:10]([CH3:21])[CH2:9][CH:8]([CH:12]3[CH2:13][C:14]([F:17])([F:16])[CH2:15]3)[O:7][C:6]=2[N:18]=1. (5) Given the reactants [Br:1][C:2]1[C:10]2[C:9]([O:11][CH2:12][CH3:13])=[N:8][C:7]([S:14][C:15]3[S:16][CH:17]=[C:18]([C:20]([O:22]C)=[O:21])[N:19]=3)=[N:6][C:5]=2[NH:4][C:3]=1[CH2:24][CH3:25].[OH-].[Na+], predict the reaction product. The product is: [Br:1][C:2]1[C:10]2[C:9]([O:11][CH2:12][CH3:13])=[N:8][C:7]([S:14][C:15]3[S:16][CH:17]=[C:18]([C:20]([OH:22])=[O:21])[N:19]=3)=[N:6][C:5]=2[NH:4][C:3]=1[CH2:24][CH3:25].